Dataset: TCR-epitope binding with 47,182 pairs between 192 epitopes and 23,139 TCRs. Task: Binary Classification. Given a T-cell receptor sequence (or CDR3 region) and an epitope sequence, predict whether binding occurs between them. (1) The epitope is GTSGSPIINR. The TCR CDR3 sequence is CASSATLASVTDTQYF. Result: 1 (the TCR binds to the epitope). (2) The epitope is RLYYDSMSY. The TCR CDR3 sequence is CASSLSSEGNQETQYF. Result: 0 (the TCR does not bind to the epitope). (3) The epitope is ATVVIGTSK. The TCR CDR3 sequence is CASSQEANTGQGLYNSPLHF. Result: 0 (the TCR does not bind to the epitope). (4) The epitope is ISDYDYYRY. The TCR CDR3 sequence is CASSGLGGYTF. Result: 0 (the TCR does not bind to the epitope). (5) The epitope is QASQEVKNW. The TCR CDR3 sequence is CASSTPSIPWSTDDFFEQYF. Result: 1 (the TCR binds to the epitope). (6) The epitope is KTSVDCTMYI. The TCR CDR3 sequence is CSARDQRDYQETQYF. Result: 0 (the TCR does not bind to the epitope).